From a dataset of Reaction yield outcomes from USPTO patents with 853,638 reactions. Predict the reaction yield, written as a fraction of the theoretical maximum amount of product (1.0 means a 100% yield; for example, 0.34 means a 34% yield). (1) The reactants are [C:1]([N:4]1[CH2:9][CH2:8][N:7]([C:10](=[O:17])[CH2:11][CH2:12][CH2:13][C:14]([OH:16])=[O:15])[CH2:6][CH2:5]1)(=[O:3])[CH3:2].CCN=C=NCCCN(C)C.[CH3:29][C:30]([NH:32][C@@H:33]1[C:43]2[CH:44]=[C:45](O)[CH:46]=[CH:47][C:42]=2[C:41]2[C:36](=[CH:37][C:38]([O:53][CH3:54])=[C:39]([O:51][CH3:52])[C:40]=2[O:49][CH3:50])[CH2:35][CH2:34]1)=[O:31]. The catalyst is CN(C1C=CN=CC=1)C.ClCCl. The product is [C:1]([N:4]1[CH2:5][CH2:6][N:7]([C:10](=[O:17])[CH2:11][CH2:12][CH2:13][C:14]([O:16][C:45]2[CH:46]=[CH:47][C:42]3[C:41]4[C:40]([O:49][CH3:50])=[C:39]([O:51][CH3:52])[C:38]([O:53][CH3:54])=[CH:37][C:36]=4[CH2:35][CH2:34][C@H:33]([NH:32][C:30](=[O:31])[CH3:29])[C:43]=3[CH:44]=2)=[O:15])[CH2:8][CH2:9]1)(=[O:3])[CH3:2]. The yield is 0.820. (2) The reactants are C1C=C(Cl)C=C(C(OO)=[O:9])C=1.[Br:12][C:13]1[C:14]([C:32]2[CH:37]=[CH:36][CH:35]=[CH:34][CH:33]=2)=[N:15][C:16]([NH:19][C:20]2[O:21][C@:22]3([CH2:30][N:31]=2)[CH:27]2[CH2:28][CH2:29][N:24]([CH2:25][CH2:26]2)[CH2:23]3)=[N:17][CH:18]=1. The catalyst is C1COCC1. The product is [Br:12][C:13]1[C:14]([C:32]2[CH:37]=[CH:36][CH:35]=[CH:34][CH:33]=2)=[N:15][C:16]([NH:19][C:20]2[O:21][C@:22]3([CH2:30][N:31]=2)[CH:27]2[CH2:28][CH2:29][N+:24]([O-:9])([CH2:25][CH2:26]2)[CH2:23]3)=[N:17][CH:18]=1. The yield is 0.620. (3) The reactants are [Cl-].[Al+3].[Cl-].[Cl-].[Cl:5][CH2:6][C:7](Cl)=[O:8].[C:10]1([CH2:16][CH2:17][NH:18][C:19](=[O:21])[CH3:20])[CH:15]=[CH:14][CH:13]=[CH:12][CH:11]=1. The catalyst is ClCCCl. The product is [Cl:5][CH2:6][C:7]([C:13]1[CH:14]=[CH:15][C:10]([CH2:16][CH2:17][NH:18][C:19](=[O:21])[CH3:20])=[CH:11][CH:12]=1)=[O:8]. The yield is 0.804. (4) The reactants are [N:1]1[CH:6]=[CH:5][N:4]=[CH:3][C:2]=1[N:7]1[CH2:12][CH2:11][N:10]([C:13]([O:15][C:16]([CH3:19])([CH3:18])[CH3:17])=[O:14])[CH2:9][CH2:8]1.[Br:20]N1C(=O)CCC1=O. The catalyst is C(#N)C. The product is [Br:20][C:5]1[N:4]=[CH:3][C:2]([N:7]2[CH2:8][CH2:9][N:10]([C:13]([O:15][C:16]([CH3:19])([CH3:18])[CH3:17])=[O:14])[CH2:11][CH2:12]2)=[N:1][CH:6]=1. The yield is 0.734. (5) The reactants are [Cl:1][C:2]1[N:7]=[C:6]([CH2:8]Cl)[CH:5]=[CH:4][N:3]=1.C([O-])([O-])=O.[K+].[K+].[CH:16]1([NH2:19])[CH2:18][CH2:17]1.O. The catalyst is CN(C=O)C. The product is [Cl:1][C:2]1[N:7]=[C:6]([CH2:8][NH:19][CH:16]2[CH2:18][CH2:17]2)[CH:5]=[CH:4][N:3]=1. The yield is 0.410. (6) The reactants are Cl.O1CCOCC1.[N:8]1[CH:13]=[CH:12][CH:11]=[CH:10][C:9]=1[CH2:14][N:15]1[C:23]2[C:18](=[CH:19][C:20]([NH2:24])=[CH:21][CH:22]=2)[CH:17]=[N:16]1.Cl[C:26]1[C:35]2[C:30](=[CH:31][CH:32]=[CH:33][C:34]=2[F:36])[N:29]=[CH:28][N:27]=1. The catalyst is C(#N)C. The product is [F:36][C:34]1[CH:33]=[CH:32][CH:31]=[C:30]2[C:35]=1[C:26]([NH:24][C:20]1[CH:19]=[C:18]3[C:23](=[CH:22][CH:21]=1)[N:15]([CH2:14][C:9]1[CH:10]=[CH:11][CH:12]=[CH:13][N:8]=1)[N:16]=[CH:17]3)=[N:27][CH:28]=[N:29]2. The yield is 0.720. (7) The reactants are C(=O)([O-])[O-].[K+].[K+].[CH2:7]([O:9][CH2:10][O:11][C:12]1[CH:17]=[C:16]([O:18][CH2:19][O:20][CH2:21][CH3:22])[CH:15]=[CH:14][C:13]=1[OH:23])[CH3:8].I[CH:25]([CH3:27])[CH3:26]. The catalyst is CN(C)C=O. The product is [CH2:7]([O:9][CH2:10][O:11][C:12]1[CH:17]=[C:16]([O:18][CH2:19][O:20][CH2:21][CH3:22])[CH:15]=[CH:14][C:13]=1[O:23][CH:25]([CH3:27])[CH3:26])[CH3:8]. The yield is 0.550. (8) The reactants are [CH:1]([N:4]1[C:8]([C:9]2[S:10][C:11]3[CH2:12][CH2:13][O:14][C:15]4[CH:22]=[CH:21][C:20]([CH:23]5[CH2:26][N:25]([CH2:27][CH2:28][O:29]C6CCCCO6)[CH2:24]5)=[CH:19][C:16]=4[C:17]=3[N:18]=2)=[N:7][CH:6]=[N:5]1)([CH3:3])[CH3:2].Cl.O1CCOCC1. The catalyst is CO.C(Cl)Cl. The product is [CH:1]([N:4]1[C:8]([C:9]2[S:10][C:11]3[CH2:12][CH2:13][O:14][C:15]4[CH:22]=[CH:21][C:20]([CH:23]5[CH2:24][N:25]([CH2:27][CH2:28][OH:29])[CH2:26]5)=[CH:19][C:16]=4[C:17]=3[N:18]=2)=[N:7][CH:6]=[N:5]1)([CH3:3])[CH3:2]. The yield is 0.320. (9) The reactants are [OH:1][N:2]1[C:6](=[O:7])[C:5]2=[CH:8][CH:9]=[CH:10][CH:11]=[C:4]2[C:3]1=[O:12].[CH:13]1(Br)[CH2:17][CH2:16][CH2:15][CH2:14]1.CCCCCCC=CCCC. The catalyst is CN(C)C=O. The product is [CH:13]1([O:1][N:2]2[C:3](=[O:12])[C:4]3[C:5](=[CH:8][CH:9]=[CH:10][CH:11]=3)[C:6]2=[O:7])[CH2:17][CH2:16][CH2:15][CH2:14]1. The yield is 0.800.